From a dataset of Catalyst prediction with 721,799 reactions and 888 catalyst types from USPTO. Predict which catalyst facilitates the given reaction. Reactant: [NH2:1][C:2]1[N:3]=[N:4][C:5]([I:8])=[CH:6][CH:7]=1.Br[CH2:10][C:11](=O)[C:12]([O:14][CH2:15][CH3:16])=[O:13].P([O-])([O-])(O)=O.[Na+].[Na+]. Product: [I:8][C:5]1[CH:6]=[CH:7][C:2]2[N:3]([CH:10]=[C:11]([C:12]([O:14][CH2:15][CH3:16])=[O:13])[N:1]=2)[N:4]=1. The catalyst class is: 80.